From a dataset of Forward reaction prediction with 1.9M reactions from USPTO patents (1976-2016). Predict the product of the given reaction. (1) Given the reactants [F:1][C:2]([F:17])([F:16])[CH2:3][CH:4]([CH2:11][C:12]([F:15])([F:14])[F:13])[C:5](N(OC)C)=[O:6].[H-].C([Al+]CC(C)C)C(C)C.Cl, predict the reaction product. The product is: [F:1][C:2]([F:16])([F:17])[CH2:3][CH:4]([CH2:11][C:12]([F:13])([F:14])[F:15])[CH:5]=[O:6]. (2) Given the reactants [CH:1]([O:4][C:5]([N:7]1[CH2:13][CH2:12][CH2:11][C:10](=[N:14]O)[C:9]2[CH:16]=[CH:17][C:18]([Cl:20])=[CH:19][C:8]1=2)=[O:6])([CH3:3])[CH3:2].[BH4-].[Na+].[OH-].[Na+], predict the reaction product. The product is: [CH:1]([O:4][C:5]([N:7]1[CH2:13][CH2:12][CH2:11][CH:10]([NH2:14])[C:9]2[CH:16]=[CH:17][C:18]([Cl:20])=[CH:19][C:8]1=2)=[O:6])([CH3:3])[CH3:2]. (3) Given the reactants O[O:2][S:3]([O-:5])=O.[K+].[CH:7]1([C:11]2[C:16]([C:17]([O:19][CH3:20])=[O:18])=[CH:15][N:14]=[C:13](SC)[N:12]=2)[CH2:10][CH2:9][CH2:8]1.[C:23](#N)C, predict the reaction product. The product is: [CH:7]1([C:11]2[C:16]([C:17]([O:19][CH3:20])=[O:18])=[CH:15][N:14]=[C:13]([S:3]([CH3:23])(=[O:5])=[O:2])[N:12]=2)[CH2:8][CH2:9][CH2:10]1. (4) Given the reactants [Cl:1][C:2]1[CH:10]=[CH:9][CH:8]=[C:7]2[C:3]=1[C:4]([C:11]([NH:13][CH2:14][C:15]1([OH:23])[CH2:20][CH2:19][CH2:18][C:17]([F:22])([F:21])[CH2:16]1)=[O:12])=[CH:5][NH:6]2.[O:24]1[CH2:28][CH2:27][CH:26]([CH2:29]O)[CH2:25]1.C(P(=CC#N)(CCCC)CCCC)CCC, predict the reaction product. The product is: [Cl:1][C:2]1[CH:10]=[CH:9][CH:8]=[C:7]2[C:3]=1[C:4]([C:11]([NH:13][CH2:14][C:15]1([OH:23])[CH2:20][CH2:19][CH2:18][C:17]([F:22])([F:21])[CH2:16]1)=[O:12])=[CH:5][N:6]2[CH2:29][CH:26]1[CH2:27][CH2:28][O:24][CH2:25]1. (5) Given the reactants [Cl:1][C:2]1[CH:19]=[C:18]([NH:20][C:21]2[CH:30]=[CH:29][C:28]3[C:27]4[C:31]5[NH:38][CH2:37][C@@H:36]([CH3:39])[NH:35][C:34](=[O:40])[C:32]=5[S:33][C:26]=4[CH:25]=[CH:24][C:23]=3[N:22]=2)[C:5]([C:6]([NH:8]CC2C=CC(OC)=CC=2)=[O:7])=[CH:4][N:3]=1.FC(F)(F)C(O)=O.FC(F)(F)S(O)(=O)=O, predict the reaction product. The product is: [Cl:1][C:2]1[CH:19]=[C:18]([NH:20][C:21]2[CH:30]=[CH:29][C:28]3[C:27]4[C:31]5[NH:38][CH2:37][C@@H:36]([CH3:39])[NH:35][C:34](=[O:40])[C:32]=5[S:33][C:26]=4[CH:25]=[CH:24][C:23]=3[N:22]=2)[C:5]([C:6]([NH2:8])=[O:7])=[CH:4][N:3]=1. (6) The product is: [O:1]1[C:5]2[CH:6]=[CH:7][CH:8]=[CH:9][C:4]=2[CH:3]=[C:2]1[C:10]([NH:12][C@@H:13]([CH2:25][CH2:26][CH2:27][NH:28][C:29]([O:31][CH2:32][C:33]1[CH:34]=[CH:35][CH:36]=[CH:37][CH:38]=1)=[O:30])[C:14]([NH:16][CH2:17][CH2:18][CH2:19][CH2:20][CH2:21][C:22]([O-:24])=[O:23])=[O:15])=[O:11].[Na+:40]. Given the reactants [O:1]1[C:5]2[CH:6]=[CH:7][CH:8]=[CH:9][C:4]=2[CH:3]=[C:2]1[C:10]([NH:12][C@@H:13]([CH2:25][CH2:26][CH2:27][NH:28][C:29]([O:31][CH2:32][C:33]1[CH:38]=[CH:37][CH:36]=[CH:35][CH:34]=1)=[O:30])[C:14]([NH:16][CH2:17][CH2:18][CH2:19][CH2:20][CH2:21][C:22]([OH:24])=[O:23])=[O:15])=[O:11].[OH-].[Na+:40], predict the reaction product. (7) Given the reactants [NH:1]1[C:9]2[C:4](=[CH:5][CH:6]=[CH:7][CH:8]=2)[CH:3]=[CH:2]1.C(N(CC)CC)C.[N+:17]([C:20]1[CH:21]=[C:22]([S:26](Cl)(=[O:28])=[O:27])[CH:23]=[CH:24][CH:25]=1)([O-:19])=[O:18].ClCCl, predict the reaction product. The product is: [N+:17]([C:20]1[CH:21]=[C:22]([S:26]([N:1]2[C:9]3[C:4](=[CH:5][CH:6]=[CH:7][CH:8]=3)[CH:3]=[CH:2]2)(=[O:28])=[O:27])[CH:23]=[CH:24][CH:25]=1)([O-:19])=[O:18]. (8) Given the reactants [CH:1](NC(C)C)(C)C.[Li][CH2:9]CCC.[C:13]([Si:17]([CH3:45])([CH3:44])[O:18][CH2:19][CH2:20][CH2:21][CH:22]1[O:27][CH2:26][CH:25]([CH:28]2[CH2:33][CH2:32][CH2:31][CH2:30][CH2:29]2)[N:24]([CH2:34][C:35]2[CH:40]=[CH:39][C:38]([O:41][CH3:42])=[CH:37][CH:36]=2)[C:23]1=[O:43])([CH3:16])([CH3:15])[CH3:14].CI, predict the reaction product. The product is: [C:13]([Si:17]([CH3:45])([CH3:44])[O:18][CH2:19][CH2:20][CH2:21][C@:22]1([CH3:1])[O:27][CH2:26][CH:25]([CH:28]2[CH2:33][CH2:32][CH2:31][CH2:30][CH2:29]2)[N:24]([CH2:34][C:35]2[CH:36]=[CH:37][C:38]([O:41][CH3:42])=[CH:39][CH:40]=2)[C:23]1=[O:43])([CH3:14])([CH3:15])[CH3:16].[C:13]([Si:17]([CH3:45])([CH3:44])[O:18][CH2:19][CH2:20][CH2:21][C@@:22]1([CH3:9])[O:27][CH2:26][CH:25]([CH:28]2[CH2:33][CH2:32][CH2:31][CH2:30][CH2:29]2)[N:24]([CH2:34][C:35]2[CH:36]=[CH:37][C:38]([O:41][CH3:42])=[CH:39][CH:40]=2)[C:23]1=[O:43])([CH3:14])([CH3:15])[CH3:16]. (9) Given the reactants C([O:4][CH2:5][CH2:6][C:7]1[O:8][C:9]([Br:22])=[C:10]([C:12]2[CH:17]=[CH:16][C:15]([C:18]([F:21])([F:20])[F:19])=[CH:14][CH:13]=2)[N:11]=1)(=O)C.C([O-])([O-])=O.[K+].[K+], predict the reaction product. The product is: [Br:22][C:9]1[O:8][C:7]([CH2:6][CH2:5][OH:4])=[N:11][C:10]=1[C:12]1[CH:13]=[CH:14][C:15]([C:18]([F:21])([F:19])[F:20])=[CH:16][CH:17]=1. (10) Given the reactants [O:1]=[O+][O-].[CH3:4][C@@:5]([C:26]([OH:28])=[O:27])([C:15]([CH3:25])([CH3:24])[C:16]1[CH:21]=[CH:20][C:19]([CH:22]=C)=[CH:18][CH:17]=1)[N:6]([C:8]([O:10][C:11]([CH3:14])([CH3:13])[CH3:12])=[O:9])[CH3:7].CSC, predict the reaction product. The product is: [CH3:4][C@@:5]([C:26]([OH:28])=[O:27])([C:15]([CH3:24])([CH3:25])[C:16]1[CH:17]=[CH:18][C:19]([CH:22]=[O:1])=[CH:20][CH:21]=1)[N:6]([C:8]([O:10][C:11]([CH3:14])([CH3:12])[CH3:13])=[O:9])[CH3:7].